From a dataset of Reaction yield outcomes from USPTO patents with 853,638 reactions. Predict the reaction yield, written as a fraction of the theoretical maximum amount of product (1.0 means a 100% yield; for example, 0.34 means a 34% yield). The reactants are [CH3:1][N:2]([CH2:18][C:19]1[O:20][C:21]2[CH:28]=[CH:27][CH:26]=[CH:25][C:22]=2[C:23]=1[CH3:24])[C:3](=[O:17])/[CH:4]=[CH:5]/[C:6]1[CH:16]=[N:15][C:9]2[NH:10][CH2:11][CH2:12][NH:13][CH2:14][C:8]=2[CH:7]=1.CCN(CC)CC.[C:36](OC(=O)C)(=[O:38])[CH3:37]. The yield is 0.760. The catalyst is C(Cl)Cl. The product is [C:36]([N:13]1[CH2:14][C:8]2[CH:7]=[C:6](/[CH:5]=[CH:4]/[C:3]([N:2]([CH3:1])[CH2:18][C:19]3[O:20][C:21]4[CH:28]=[CH:27][CH:26]=[CH:25][C:22]=4[C:23]=3[CH3:24])=[O:17])[CH:16]=[N:15][C:9]=2[NH:10][CH2:11][CH2:12]1)(=[O:38])[CH3:37].